The task is: Binary Classification. Given a drug SMILES string, predict its activity (active/inactive) in a high-throughput screening assay against a specified biological target.. This data is from HIV replication inhibition screening data with 41,000+ compounds from the AIDS Antiviral Screen. (1) The compound is O=C(C=Cc1ccccc1)c1ccc(Sc2ccccc2)cc1. The result is 0 (inactive). (2) The drug is Cc1cc(N(CCC#N)S(=O)(=O)c2ccccc2)ccc1C=C1N=C(C=Cc2ccccc2)OC1=O. The result is 0 (inactive).